This data is from hERG potassium channel inhibition data for cardiac toxicity prediction from Karim et al.. The task is: Regression/Classification. Given a drug SMILES string, predict its toxicity properties. Task type varies by dataset: regression for continuous values (e.g., LD50, hERG inhibition percentage) or binary classification for toxic/non-toxic outcomes (e.g., AMES mutagenicity, cardiotoxicity, hepatotoxicity). Dataset: herg_karim. (1) The compound is CN(C)CCC(NC(=O)C1(N)CCN(c2ncnc3[nH]ccc23)CC1)c1ccc(Cl)cc1. The result is 0 (non-blocker). (2) The compound is COc1cncc(Cc2cc(-c3ccccc3)no2)c1. The result is 0 (non-blocker). (3) The drug is CCOc1cc2nnc(C(N)=O)c(Nc3cccc(Cl)c3Cl)c2cc1N1CCN(C)CC1. The result is 1 (blocker). (4) The drug is CC(=O)NCCc1ccccc1-c1cc([C@H]2CNCC[C@]2(O)c2ccc(F)c(F)c2)no1. The result is 1 (blocker).